From a dataset of Full USPTO retrosynthesis dataset with 1.9M reactions from patents (1976-2016). Predict the reactants needed to synthesize the given product. (1) Given the product [F:11][C:12]([F:20])([F:19])[CH2:13][CH2:14][C:4](=[O:5])[CH2:6][C:7]([O:9][CH2:2][CH3:10])=[O:8], predict the reactants needed to synthesize it. The reactants are: C[C:2]1([CH3:10])[O:9][C:7](=[O:8])[CH2:6][C:4](=[O:5])O1.[F:11][C:12]([F:20])([F:19])[CH2:13][CH2:14]CC(O)=O.C1CCC(N=C=NC2CCCCC2)CC1. (2) Given the product [Br-:10].[NH2:9][C:1]([C:2]1[CH:3]=[N+:4]([CH2:11][C:12]2[CH:17]=[CH:16][CH:15]=[CH:14][CH:13]=2)[CH:5]=[CH:6][CH:7]=1)=[O:8], predict the reactants needed to synthesize it. The reactants are: [C:1]([NH2:9])(=[O:8])[C:2]1[CH:7]=[CH:6][CH:5]=[N:4][CH:3]=1.[Br:10][CH2:11][C:12]1[CH:17]=[CH:16][CH:15]=[CH:14][CH:13]=1.